This data is from Reaction yield outcomes from USPTO patents with 853,638 reactions. The task is: Predict the reaction yield, written as a fraction of the theoretical maximum amount of product (1.0 means a 100% yield; for example, 0.34 means a 34% yield). (1) The reactants are OC1C=CC([CH2:8][C:9]#[N:10])=CC=1.[CH2:11]=[O:12].[OH2:13].[C:14]1([CH3:24])[CH:19]=[CH:18][C:17](S(O)(=O)=O)=[CH:16][CH:15]=1. The product is [O:12]1[C:15]2[CH:16]=[CH:17][C:18]([CH2:8][C:9]#[N:10])=[CH:19][C:14]=2[CH2:24][O:13][CH2:11]1. The catalyst is C1(C)C=CC=CC=1. The yield is 0.320. (2) The reactants are [N:1]1[CH:6]=[CH:5][CH:4]=[CH:3][C:2]=1[C:7]([OH:9])=O.[NH2:10][C@@H:11]([CH3:27])[CH2:12][N:13]1[CH:17]=[CH:16][C:15]([C:18]2[CH:25]=[CH:24][C:21]([C:22]#[N:23])=[C:20]([Cl:26])[CH:19]=2)=[N:14]1. No catalyst specified. The product is [Cl:26][C:20]1[CH:19]=[C:18]([C:15]2[CH:16]=[CH:17][N:13]([CH2:12][C@@H:11]([NH:10][C:7](=[O:9])[C:2]3[CH:3]=[CH:4][CH:5]=[CH:6][N:1]=3)[CH3:27])[N:14]=2)[CH:25]=[CH:24][C:21]=1[C:22]#[N:23]. The yield is 0.737. (3) The reactants are [BrH:1].[NH2:2][C:3]1[C:8]([CH2:9]O)=[CH:7][C:6]([Br:11])=[CH:5][N:4]=1. The catalyst is Br. The product is [BrH:11].[NH2:2][C:3]1[C:8]([CH2:9][Br:1])=[CH:7][C:6]([Br:11])=[CH:5][N:4]=1. The yield is 0.860. (4) The reactants are [H-].[Na+].[OH:3][C:4]1[CH:5]=[C:6]2[C:10](=[CH:11][CH:12]=1)[N:9]([CH2:13][CH2:14][CH2:15][CH2:16][CH3:17])[CH:8]=[C:7]2[C:18]([C:20]1[C:29]2[C:24](=[CH:25][CH:26]=[CH:27][CH:28]=2)[CH:23]=[CH:22][CH:21]=1)=[O:19].Br[CH2:31][C:32]([O:34][C:35]([CH3:38])([CH3:37])[CH3:36])=[O:33]. The catalyst is CN(C=O)C. The product is [C:35]([O:34][C:32]([CH2:31][O:3][C:4]1[CH:5]=[C:6]2[C:10](=[CH:11][CH:12]=1)[N:9]([CH2:13][CH2:14][CH2:15][CH2:16][CH3:17])[CH:8]=[C:7]2[C:18]([C:20]1[C:29]2[C:24](=[CH:25][CH:26]=[CH:27][CH:28]=2)[CH:23]=[CH:22][CH:21]=1)=[O:19])=[O:33])([CH3:38])([CH3:37])[CH3:36]. The yield is 0.720. (5) The yield is 0.140. The reactants are [CH3:1][C:2]1[C:3]([NH2:13])=[CH:4][S:5][C:6]=1[C:7]1[CH:12]=[CH:11][CH:10]=[CH:9][CH:8]=1.Br[CH2:15][C:16]([O:18][CH3:19])=[O:17].C([O-])([O-])=O.[K+].[K+].O. The product is [CH3:1][C:2]1[C:3]([NH:13][CH2:15][C:16]([O:18][CH3:19])=[O:17])=[CH:4][S:5][C:6]=1[C:7]1[CH:12]=[CH:11][CH:10]=[CH:9][CH:8]=1. The catalyst is CN(C=O)C. (6) The reactants are [CH:1]([C:3]1[CH:4]=[N:5][N:6]([CH3:19])[C:7]=1[C:8]1[CH:9]=[C:10]([C:15]([O:17][CH3:18])=[O:16])[S:11][C:12]=1[CH2:13][CH3:14])=[CH2:2]. The catalyst is CO.[Pd]. The product is [CH2:13]([C:12]1[S:11][C:10]([C:15]([O:17][CH3:18])=[O:16])=[CH:9][C:8]=1[C:7]1[N:6]([CH3:19])[N:5]=[CH:4][C:3]=1[CH2:1][CH3:2])[CH3:14]. The yield is 0.950. (7) The reactants are C([O:3][C:4]([C:6]1[C:7]([C:12]2[CH:17]=[CH:16][C:15]([F:18])=[CH:14][C:13]=2[F:19])=[N:8][O:9][C:10]=1[CH3:11])=O)C.C(OC(C1C(C2C=CC=CC=2F)=NOC=1C)=O)C. No catalyst specified. The product is [F:19][C:13]1[CH:14]=[C:15]([F:18])[CH:16]=[CH:17][C:12]=1[C:7]1[C:6]([CH2:4][OH:3])=[C:10]([CH3:11])[O:9][N:8]=1. The yield is 0.390. (8) The reactants are [C:1]([CH2:4][CH2:5][CH2:6][NH:7][C:8]([C:10]1[N:11]=[C:12]([CH:15]([OH:47])[CH2:16][CH:17]([N:21]([CH2:39][O:40][C:41](=[O:46])[CH2:42][CH:43]([CH3:45])[CH3:44])[C:22](=[O:38])[CH:23]([NH:28][C:29]([CH:31]2[CH2:36][CH2:35][CH2:34][CH2:33][N:32]2[CH3:37])=[O:30])[CH:24]([CH3:27])[CH2:25][CH3:26])[CH:18]([CH3:20])[CH3:19])[S:13][CH:14]=1)=[O:9])([OH:3])=[O:2].[C:48](OC(=O)C)(=[O:50])[CH3:49].O1CCOCC1.O. The catalyst is N1C=CC=CC=1. The product is [C:48]([O:47][CH:15]([C:12]1[S:13][CH:14]=[C:10]([C:8](=[O:9])[NH:7][CH2:6][CH2:5][CH2:4][C:1]([OH:3])=[O:2])[N:11]=1)[CH2:16][CH:17]([N:21]([CH2:39][O:40][C:41](=[O:46])[CH2:42][CH:43]([CH3:45])[CH3:44])[C:22](=[O:38])[CH:23]([NH:28][C:29]([CH:31]1[CH2:36][CH2:35][CH2:34][CH2:33][N:32]1[CH3:37])=[O:30])[CH:24]([CH3:27])[CH2:25][CH3:26])[CH:18]([CH3:20])[CH3:19])(=[O:50])[CH3:49]. The yield is 0.810. (9) The reactants are CI.[C:3](=O)([O-])[O-].[K+].[K+].[Br:9][C:10]1[N:15]=[CH:14][C:13]([CH2:16][CH2:17][CH:18]([S:24]([CH3:27])(=[O:26])=[O:25])[C:19]([O:21][CH2:22][CH3:23])=[O:20])=[CH:12][CH:11]=1. The catalyst is CN(C=O)C.Cl. The product is [Br:9][C:10]1[N:15]=[CH:14][C:13]([CH2:16][CH2:17][C:18]([CH3:3])([S:24]([CH3:27])(=[O:26])=[O:25])[C:19]([O:21][CH2:22][CH3:23])=[O:20])=[CH:12][CH:11]=1. The yield is 0.660.